Dataset: Full USPTO retrosynthesis dataset with 1.9M reactions from patents (1976-2016). Task: Predict the reactants needed to synthesize the given product. (1) Given the product [CH:1]([O:4][C:5]([N:7]1[CH:12]([CH2:13][CH3:14])[CH2:11][CH:10]([NH:24][CH2:23][C:22]2[CH:25]=[C:26]([C:28]([F:29])([F:30])[F:31])[CH:27]=[C:20]([C:19]([F:18])([F:32])[F:33])[CH:21]=2)[CH2:9][CH:8]1[CH2:16][CH3:17])=[O:6])([CH3:3])[CH3:2], predict the reactants needed to synthesize it. The reactants are: [CH:1]([O:4][C:5]([N:7]1[CH:12]([CH2:13][CH3:14])[CH2:11][C:10](=O)[CH2:9][CH:8]1[CH2:16][CH3:17])=[O:6])([CH3:3])[CH3:2].[F:18][C:19]([F:33])([F:32])[C:20]1[CH:21]=[C:22]([CH:25]=[C:26]([C:28]([F:31])([F:30])[F:29])[CH:27]=1)[CH2:23][NH2:24].[BH4-].[Na+]. (2) Given the product [CH3:14][C:13]1[O:12][C:11]([C:15]2[CH:20]=[CH:19][CH:18]=[CH:17][CH:16]=2)=[N:10][C:9]=1[CH2:8][O:7][C:6]1[CH:21]=[CH:22][C:3]([CH2:2][O:23][N:24]2[C:25](=[O:34])[C:26]3=[CH:33][CH:32]=[CH:31][CH:30]=[C:27]3[C:28]2=[O:29])=[CH:4][CH:5]=1, predict the reactants needed to synthesize it. The reactants are: Cl[CH2:2][C:3]1[CH:22]=[CH:21][C:6]([O:7][CH2:8][C:9]2[N:10]=[C:11]([C:15]3[CH:20]=[CH:19][CH:18]=[CH:17][CH:16]=3)[O:12][C:13]=2[CH3:14])=[CH:5][CH:4]=1.[OH:23][N:24]1[C:28](=[O:29])[C:27]2=[CH:30][CH:31]=[CH:32][CH:33]=[C:26]2[C:25]1=[O:34].C(=O)([O-])[O-].[K+].[K+].CN(C)C=O. (3) The reactants are: [CH3:1][O:2][C:3]1[CH:8]=[CH:7][C:6]([C:9]2[NH:13][N:12]=[C:11]3[C:14]4[C:19]([C:20](=[O:21])[C:10]=23)=[C:18]([NH:22]C(=O)C)[CH:17]=[CH:16][CH:15]=4)=[CH:5][CH:4]=1.Cl. Given the product [NH2:22][C:18]1[CH:17]=[CH:16][CH:15]=[C:14]2[C:19]=1[C:20](=[O:21])[C:10]1[C:11]2=[N:12][N:13]([C:3]2[CH:8]=[CH:7][CH:6]=[CH:5][CH:4]=2)[C:9]=1[C:6]1[CH:5]=[CH:4][C:3]([O:2][CH3:1])=[CH:8][CH:7]=1, predict the reactants needed to synthesize it. (4) Given the product [CH2:37]([C:34]1[O:35][CH:36]=[C:32]([C:29]2[CH:28]=[CH:27][C:26]([O:25][C:22]3[CH:21]=[CH:20][C:19]([CH:17]([OH:18])[CH2:16][C:5]([NH:4][C:1](=[O:3])[CH3:2])([CH2:11][OH:12])[CH2:6][OH:7])=[CH:24][CH:23]=3)=[CH:31][CH:30]=2)[N:33]=1)[CH3:38], predict the reactants needed to synthesize it. The reactants are: [C:1]([NH:4][C:5]([CH2:16][C:17]([C:19]1[CH:24]=[CH:23][C:22]([O:25][C:26]2[CH:31]=[CH:30][C:29]([C:32]3[N:33]=[C:34]([CH2:37][CH3:38])[O:35][CH:36]=3)=[CH:28][CH:27]=2)=[CH:21][CH:20]=1)=[O:18])([C:11](OCC)=[O:12])[C:6](OCC)=[O:7])(=[O:3])[CH3:2].OP([O-])([O-])=O.[K+].[K+].[BH4-].[Na+].[OH-].[Na+].